From a dataset of Full USPTO retrosynthesis dataset with 1.9M reactions from patents (1976-2016). Predict the reactants needed to synthesize the given product. Given the product [CH3:22][O:21][C:18]1[CH:19]=[CH:20][C:14]2[C:13]([C:23](=[O:24])[C:25]3[CH:26]=[CH:27][C:28]([O:31][CH2:32][CH2:33][N:34]4[CH2:39][CH2:38][CH2:37][CH2:36][CH2:35]4)=[CH:29][CH:30]=3)=[C:12]([C:7]3[CH:8]=[CH:9][CH:10]=[CH:11][C:6]=3[CH:2]=[O:1])[S:16][C:15]=2[CH:17]=1, predict the reactants needed to synthesize it. The reactants are: [O:1]1CCO[CH:2]1[C:6]1[CH:11]=[CH:10][CH:9]=[CH:8][C:7]=1[C:12]1[S:16][C:15]2[CH:17]=[C:18]([O:21][CH3:22])[CH:19]=[CH:20][C:14]=2[C:13]=1[C:23]([C:25]1[CH:30]=[CH:29][C:28]([O:31][CH2:32][CH2:33][N:34]2[CH2:39][CH2:38][CH2:37][CH2:36][CH2:35]2)=[CH:27][CH:26]=1)=[O:24].Cl.O.